From a dataset of Aqueous solubility values for 9,982 compounds from the AqSolDB database. Regression/Classification. Given a drug SMILES string, predict its absorption, distribution, metabolism, or excretion properties. Task type varies by dataset: regression for continuous measurements (e.g., permeability, clearance, half-life) or binary classification for categorical outcomes (e.g., BBB penetration, CYP inhibition). For this dataset (solubility_aqsoldb), we predict Y. (1) The molecule is N#CCN(CC#N)CCN(CC#N)CC#N. The Y is -2.82 log mol/L. (2) The Y is -6.08 log mol/L. The compound is C=CC/C=C/C/C=C/CCCCCCCc1cccc(OCC2CO2)c1.CCC/C=C/C/C=C/CCCCCCCc1cccc(OCC2CO2)c1.CCCCCC/C=C/CCCCCCCc1cccc(OCC2CO2)c1. (3) The compound is CCCCCCCCOC(=O)COc1ccc(Cl)cc1Cl. The Y is -7.02 log mol/L. (4) The Y is -1.77 log mol/L. The compound is Nc1nc2c(ncn2COC(CO)CO)c(=O)[nH]1. (5) The molecule is CN(C)CCCOC1(Cc2ccccc2)CCCCCC1. The Y is -1.62 log mol/L. (6) The compound is NC(Cc1cc(Cl)c(O)c(Cl)c1)C(=O)O. The Y is -1.75 log mol/L. (7) The molecule is CN(C)C(=O)Nc1cc(C(C)(C)C)on1. The Y is -2.43 log mol/L. (8) The molecule is CCOC(=O)COc1cc(Cl)c(Cl)cc1Cl. The Y is -4.85 log mol/L. (9) The compound is C1=C\CC/C=C/CC/C=C\CC/1. The Y is -5.37 log mol/L.